From a dataset of Catalyst prediction with 721,799 reactions and 888 catalyst types from USPTO. Predict which catalyst facilitates the given reaction. (1) Reactant: [Cl:1][CH2:2][CH2:3][CH2:4][C:5](Cl)=[O:6].[NH2:8][C:9]1[CH:10]=[C:11]([CH:17]=[C:18]([Br:20])[CH:19]=1)[C:12]([O:14][CH2:15][CH3:16])=[O:13].C(N(CC)CC)C. Product: [Br:20][C:18]1[CH:17]=[C:11]([CH:10]=[C:9]([NH:8][C:5](=[O:6])[CH2:4][CH2:3][CH2:2][Cl:1])[CH:19]=1)[C:12]([O:14][CH2:15][CH3:16])=[O:13]. The catalyst class is: 96. (2) Reactant: [OH:1][CH2:2][C@@H:3]1[O:7][C@H:6]([N:8]2[CH:23]=[CH:22][C:12]([NH:13][C:14](=O)[C:15]3[CH:20]=[CH:19][CH:18]=[CH:17]C=3)=[N:11][C:9]2=[O:10])[CH2:5][O:4]1.OC[C@@H]1O[C@H](N2C=CC(NC(=O)C3C=CC(F)=CC=3)=NC2=O)CO1.OC[C@@H]1O[C@H](N2C=CC(NC(=O)C3C=CC(Cl)=CC=3)=NC2=O)CO1.OC[C@@H]1O[C@H](N2C=CC(NC(=O)C3C=CC(Br)=CC=3)=NC2=O)CO1.OC[C@@H]1O[C@H](N2C=CC(NC(=O)C3C=CC(OC)=CC=3)=NC2=O)CO1.OC[C@@H]1O[C@H](N2C=CC(NC(=O)C3C=CC(Cl)=CC=3Cl)=NC2=O)CO1. Product: [OH:1][CH2:2][C@@H:3]1[O:7][C@H:6]([N:8]2[CH:23]=[CH:22][C:12]([NH:13][CH:14]3[CH2:15][CH2:20][CH2:19][CH2:18][CH2:17]3)=[N:11][C:9]2=[O:10])[CH2:5][O:4]1. The catalyst class is: 72. (3) Reactant: [NH2:1][C:2]1[C:11]([CH3:12])=[CH:10][C:9]([F:13])=[CH:8][C:3]=1[C:4]([O:6][CH3:7])=[O:5].C(OC(=O)C)(=O)C.C([O-])(=O)C.[K+].[N:26](OCCC(C)C)=O. Product: [F:13][C:9]1[CH:10]=[C:11]2[C:2](=[C:3]([C:4]([O:6][CH3:7])=[O:5])[CH:8]=1)[NH:1][N:26]=[CH:12]2. The catalyst class is: 22.